This data is from Forward reaction prediction with 1.9M reactions from USPTO patents (1976-2016). The task is: Predict the product of the given reaction. (1) Given the reactants [NH2:1][C:2]1[S:3][C:4]([C:12]2[CH:17]=[CH:16][N:15]([CH2:18][CH3:19])[C:14](=[O:20])[CH:13]=2)=[C:5]([C:7]2[O:8][CH:9]=[CH:10][CH:11]=2)[N:6]=1.[C:21](O)(=[O:28])[C:22]1[CH:27]=[CH:26][N:25]=[CH:24][CH:23]=1.C1CN([P+](ON2N=NC3C=CC=CC2=3)(N2CCCC2)N2CCCC2)CC1.F[P-](F)(F)(F)(F)F.C(N(CC)CC)C, predict the reaction product. The product is: [CH2:18]([N:15]1[CH:16]=[CH:17][C:12]([C:4]2[S:3][C:2]([NH:1][C:21]([C:22]3[CH:27]=[CH:26][N:25]=[CH:24][CH:23]=3)=[O:28])=[N:6][C:5]=2[C:7]2[O:8][CH:9]=[CH:10][CH:11]=2)=[CH:13][C:14]1=[O:20])[CH3:19]. (2) Given the reactants [CH2:1]([C:3]1[CH:17]=[CH:16][C:6]([C:7]([C:9]2[CH:10]=[N:11][CH:12]=[CH:13][C:14]=2[OH:15])=O)=[CH:5][CH:4]=1)[CH3:2], predict the reaction product. The product is: [CH2:1]([C:3]1[CH:17]=[CH:16][C:6]([CH2:7][C:9]2[CH:10]=[N:11][CH:12]=[CH:13][C:14]=2[OH:15])=[CH:5][CH:4]=1)[CH3:2]. (3) Given the reactants [Br:1][C:2]1[CH:3]=[C:4]([CH:15]=[C:16]([Cl:18])[CH:17]=1)[O:5][C:6]1[C:7]([CH2:13]N)=[N:8][CH:9]=[CH:10][C:11]=1[CH3:12].[Cl-].[NH4+].[NH:21]1[C:25]2=[N:26][CH:27]=[CH:28][CH:29]=[C:24]2[C:23]([CH2:30][C:31]([OH:33])=O)=[N:22]1.C1C=[N:38]C2N(O)N=NC=2C=1.C(Cl)CCl, predict the reaction product. The product is: [Br:1][C:2]1[CH:3]=[C:4]([CH:15]=[C:16]([Cl:18])[CH:17]=1)[O:5][C:6]1[C:7]([CH2:13][CH:30]([C:23]2[C:24]3[C:25](=[N:26][CH:27]=[CH:28][CH:29]=3)[NH:21][N:22]=2)[C:31]([NH2:38])=[O:33])=[N:8][CH:9]=[CH:10][C:11]=1[CH3:12]. (4) The product is: [CH2:32]([CH:3]([CH2:1][CH3:2])[CH:4]([NH:15][C:16]1[CH:17]=[CH:18][C:19]([C:22]([NH:24][CH2:25][CH2:26][C:27]([OH:29])=[O:28])=[O:23])=[CH:20][CH:21]=1)[C:5]1[S:6][C:7]2[CH:14]=[CH:13][CH:12]=[CH:11][C:8]=2[C:9]=1[CH3:10])[CH3:33]. Given the reactants [CH2:1]([CH:3]([CH2:32][CH3:33])[CH:4]([NH:15][C:16]1[CH:21]=[CH:20][C:19]([C:22]([NH:24][CH2:25][CH2:26][C:27]([O:29]CC)=[O:28])=[O:23])=[CH:18][CH:17]=1)[C:5]1[S:6][C:7]2[CH:14]=[CH:13][CH:12]=[CH:11][C:8]=2[C:9]=1[CH3:10])[CH3:2].O1CCCC1.[OH-].[Na+], predict the reaction product.